Dataset: Reaction yield outcomes from USPTO patents with 853,638 reactions. Task: Predict the reaction yield, written as a fraction of the theoretical maximum amount of product (1.0 means a 100% yield; for example, 0.34 means a 34% yield). The reactants are [Br:1][C:2]1[CH:3]=[C:4]2[C:8](=[CH:9][CH:10]=1)[NH:7][CH2:6][CH2:5]2.[C:11]([O:15][C:16](OC([O-])=O)=[O:17])([CH3:14])([CH3:13])[CH3:12]. The catalyst is C(Cl)Cl. The product is [C:11]([O:15][C:16]([N:7]1[C:8]2[C:4](=[CH:3][C:2]([Br:1])=[CH:10][CH:9]=2)[CH2:5][CH2:6]1)=[O:17])([CH3:14])([CH3:13])[CH3:12]. The yield is 0.890.